Predict the product of the given reaction. From a dataset of Forward reaction prediction with 1.9M reactions from USPTO patents (1976-2016). (1) Given the reactants C1(NC(=O)NC2C=CC(OC3C=CN=C4C=C(C5N=CN(CCN6CCN(C(OC(C)(C)C)=O)CC6)C=5)SC=34)=C(F)C=2)CC1.C1(NC(NC2C=CC(OC3C=CN=C4C=C(C5C=CC(CN6CCNCC6)=CN=5)SC=34)=C(F)C=2)=O)CC1.C(OCC(O)=O)(=O)C.C([O:93][CH2:94][C:95]([N:97]([CH2:102][C:103]1[CH:104]=[N:105][C:106]([C:109]2[S:117][C:116]3[C:111](=[N:112][CH:113]=[CH:114][C:115]=3[O:118][C:119]3[CH:120]=[N:121][C:122]([NH:125][C:126]([NH:128][CH:129]4[CH2:131][CH2:130]4)=[O:127])=[CH:123][CH:124]=3)[CH:110]=2)=[CH:107][CH:108]=1)[CH2:98][CH2:99][O:100][CH3:101])=[O:96])(=O)C, predict the reaction product. The product is: [CH:129]1([NH:128][C:126](=[O:127])[NH:125][C:122]2[N:121]=[CH:120][C:119]([O:118][C:115]3[CH:114]=[CH:113][N:112]=[C:111]4[CH:110]=[C:109]([C:106]5[N:105]=[CH:104][C:103]([CH2:102][N:97]([CH2:98][CH2:99][O:100][CH3:101])[C:95](=[O:96])[CH2:94][OH:93])=[CH:108][CH:107]=5)[S:117][C:116]=34)=[CH:124][CH:123]=2)[CH2:130][CH2:131]1. (2) Given the reactants [NH2:1][C:2]1[CH:3]=[C:4]([C:8]2[S:12][C:11]([C:13]3[CH:14]=[C:15]4[C:19](=[CH:20][CH:21]=3)[C:18](=[O:22])[N:17]([CH3:23])[CH2:16]4)=[N:10][CH:9]=2)[CH:5]=[N:6][CH:7]=1.[F:24][C:25]1[CH:30]=[C:29]([F:31])[CH:28]=[CH:27][C:26]=1[S:32](Cl)(=[O:34])=[O:33], predict the reaction product. The product is: [F:24][C:25]1[CH:30]=[C:29]([F:31])[CH:28]=[CH:27][C:26]=1[S:32]([NH:1][C:2]1[CH:7]=[N:6][CH:5]=[C:4]([C:8]2[S:12][C:11]([C:13]3[CH:14]=[C:15]4[C:19](=[CH:20][CH:21]=3)[C:18](=[O:22])[N:17]([CH3:23])[CH2:16]4)=[N:10][CH:9]=2)[CH:3]=1)(=[O:34])=[O:33]. (3) Given the reactants [O:1]=[C:2]1[CH:9]2[CH2:10][C:5]3([C:12]([OH:14])=[O:13])[CH2:6][CH:7]([CH2:11][CH:3]1[CH2:4]3)[CH2:8]2.[BH4-].[Na+], predict the reaction product. The product is: [OH:1][CH:2]1[CH:9]2[CH2:10][C:5]3([C:12]([OH:14])=[O:13])[CH2:6][CH:7]([CH2:11][CH:3]1[CH2:4]3)[CH2:8]2. (4) Given the reactants [C:1]([NH2:5])(=O)[CH2:2][CH3:3].P12(SP3(SP(SP(S3)(S1)=S)(=S)S2)=S)=[S:7].C([O:23][CH2:24][CH2:25][CH:26](Cl)[C:27](=O)[CH3:28])(=O)C, predict the reaction product. The product is: [CH2:2]([C:1]1[S:7][C:26]([CH2:25][CH2:24][OH:23])=[C:27]([CH3:28])[N:5]=1)[CH3:3]. (5) Given the reactants [F:1][CH2:2][CH2:3][O:4][C:5]1[C:14]([C:15]([O:17]C)=[O:16])=[C:13]2[C:8]([CH:9]=[CH:10][CH:11]=[N:12]2)=[CH:7][CH:6]=1.O.[Li+].[OH-].Cl, predict the reaction product. The product is: [F:1][CH2:2][CH2:3][O:4][C:5]1[C:14]([C:15]([OH:17])=[O:16])=[C:13]2[C:8]([CH:9]=[CH:10][CH:11]=[N:12]2)=[CH:7][CH:6]=1. (6) Given the reactants [F:1][C:2]1[CH:7]=[CH:6][C:5]([N:8]2[C:16]3[C:11](=[CH:12][C:13]([O:17][C@H:18]([C:22]4[CH:27]=[CH:26][CH:25]=[CH:24][CH:23]=4)[C@@H:19]([NH2:21])[CH3:20])=[CH:14][CH:15]=3)[CH:10]=[N:9]2)=[CH:4][CH:3]=1.C(N(CC)CC)C.[CH2:35]([S:38](Cl)(=[O:40])=[O:39])[CH2:36][CH3:37], predict the reaction product. The product is: [F:1][C:2]1[CH:3]=[CH:4][C:5]([N:8]2[C:16]3[C:11](=[CH:12][C:13]([O:17][C@H:18]([C:22]4[CH:23]=[CH:24][CH:25]=[CH:26][CH:27]=4)[C@@H:19]([NH:21][S:38]([CH2:35][CH2:36][CH3:37])(=[O:40])=[O:39])[CH3:20])=[CH:14][CH:15]=3)[CH:10]=[N:9]2)=[CH:6][CH:7]=1.